Dataset: Full USPTO retrosynthesis dataset with 1.9M reactions from patents (1976-2016). Task: Predict the reactants needed to synthesize the given product. Given the product [O:15]1[CH2:20][CH2:19][N:18]([CH2:21]/[CH:22]=[CH:23]/[CH2:24][OH:25])[CH2:17][CH2:16]1, predict the reactants needed to synthesize it. The reactants are: [H-].COCCO[Al+]OCCOC.[Na+].[H-].[O:15]1[CH2:20][CH2:19][N:18]([CH2:21][C:22]#[C:23][CH2:24][OH:25])[CH2:17][CH2:16]1.O.[OH-].[Na+].